Dataset: Forward reaction prediction with 1.9M reactions from USPTO patents (1976-2016). Task: Predict the product of the given reaction. Given the reactants [O:1]=[C:2]1[C@@H:7]([NH:8][C:9](=[O:15])[O:10][C:11]([CH3:14])([CH3:13])[CH3:12])[CH2:6][CH2:5][CH2:4][NH:3]1.P([O-])([O-])([O-])=O.[K+].[K+].[K+].I[C:25]1[CH:30]=[CH:29][CH:28]=[CH:27][CH:26]=1.C(N)CN, predict the reaction product. The product is: [O:1]=[C:2]1[C@@H:7]([NH:8][C:9](=[O:15])[O:10][C:11]([CH3:12])([CH3:14])[CH3:13])[CH2:6][CH2:5][CH2:4][N:3]1[C:25]1[CH:30]=[CH:29][CH:28]=[CH:27][CH:26]=1.